This data is from CYP2C19 inhibition data for predicting drug metabolism from PubChem BioAssay. The task is: Regression/Classification. Given a drug SMILES string, predict its absorption, distribution, metabolism, or excretion properties. Task type varies by dataset: regression for continuous measurements (e.g., permeability, clearance, half-life) or binary classification for categorical outcomes (e.g., BBB penetration, CYP inhibition). Dataset: cyp2c19_veith. (1) The compound is N#CCO/N=C(\c1ccccc1)c1ccncc1. The result is 1 (inhibitor). (2) The compound is O=C(c1cccc(F)c1)N1CCC2(CCCN(Cc3nccs3)C2)CC1. The result is 0 (non-inhibitor). (3) The molecule is N#CC1=C(N)Oc2cc(Nc3ccccc3)ccc2C1c1ccncc1. The result is 1 (inhibitor). (4) The compound is Cn1ncc(C#N)c1/N=C/N1CCCCCC1. The result is 1 (inhibitor).